Predict which catalyst facilitates the given reaction. From a dataset of Catalyst prediction with 721,799 reactions and 888 catalyst types from USPTO. (1) Reactant: C([Li:5])CCC.Br[C:7]1[CH:8]=[C:9]([N:13]2[CH2:17][CH2:16][CH:15]([O:18][CH3:19])[CH2:14]2)[CH:10]=[CH:11][CH:12]=1.[S:20](=[O:22])=[O:21]. Product: [CH3:19][O:18][CH:15]1[CH2:16][CH2:17][N:13]([C:9]2[CH:8]=[C:7]([S:20]([O-:22])=[O:21])[CH:12]=[CH:11][CH:10]=2)[CH2:14]1.[Li+:5]. The catalyst class is: 7. (2) Reactant: Br[C:2]1[CH:3]=[CH:4][C:5]([N+:12]([O-:14])=[O:13])=[C:6]([NH:8][CH2:9][CH2:10][CH3:11])[CH:7]=1.[C:15]1([C:21]([N:23]2[CH2:28][CH2:27][NH:26][CH2:25][CH2:24]2)=[O:22])[CH:20]=[CH:19][CH:18]=[CH:17][CH:16]=1.O. Product: [N+:12]([C:5]1[CH:4]=[CH:3][C:2]([N:26]2[CH2:27][CH2:28][N:23]([C:21]([C:15]3[CH:16]=[CH:17][CH:18]=[CH:19][CH:20]=3)=[O:22])[CH2:24][CH2:25]2)=[CH:7][C:6]=1[NH:8][CH2:9][CH2:10][CH3:11])([O-:14])=[O:13]. The catalyst class is: 37. (3) The catalyst class is: 46. Reactant: [CH2:1]([N:8]([CH2:23][C:24]1[CH:29]=[CH:28][CH:27]=[CH:26][CH:25]=1)[C:9]1[N:10]=[CH:11][CH:12]=[C:13]2[CH:17]=[C:16]([C:18]([O:20]CC)=O)[NH:15][C:14]=12)[C:2]1[CH:7]=[CH:6][CH:5]=[CH:4][CH:3]=1.[NH2:30][CH2:31][C:32]1[CH:33]=[N:34][CH:35]=[CH:36][CH:37]=1. Product: [CH2:23]([N:8]([CH2:1][C:2]1[CH:3]=[CH:4][CH:5]=[CH:6][CH:7]=1)[C:9]1[N:10]=[CH:11][CH:12]=[C:13]2[CH:17]=[C:16]([C:18]([NH:30][CH2:31][C:32]3[CH:33]=[N:34][CH:35]=[CH:36][CH:37]=3)=[O:20])[NH:15][C:14]=12)[C:24]1[CH:29]=[CH:28][CH:27]=[CH:26][CH:25]=1. (4) Reactant: [OH:1][CH:2]1[C:6]2([CH2:11][CH2:10][N:9](C(OC(C)(C)C)=O)[CH2:8][CH2:7]2)[C:5](=[O:19])[NH:4][CH2:3]1.FC(F)(F)S(O[C:26]1[CH2:27][O:28][C:29](=[O:32])[C:30]=1[CH3:31])(=O)=O.CC1(C)C2C(=C(P(C3C=CC=CC=3)C3C=CC=CC=3)C=CC=2)OC2C(P(C3C=CC=CC=3)C3C=CC=CC=3)=CC=CC1=2.C(=O)([O-])[O-].[Cs+].[Cs+]. Product: [OH:1][C@H:2]1[C:6]2([CH2:7][CH2:8][NH:9][CH2:10][CH2:11]2)[C:5](=[O:19])[N:4]([C:26]2[CH2:27][O:28][C:29](=[O:32])[C:30]=2[CH3:31])[CH2:3]1. The catalyst class is: 102. (5) The catalyst class is: 20. Product: [Cl:21][C:14]1[CH:15]=[C:16]([C:19]#[N:20])[CH:17]=[CH:18][C:13]=1[C:5]1([C:3]([OH:4])=[O:2])[N:9]2[CH:10]=[N:11][CH:12]=[C:8]2[CH2:7][CH2:6]1. Reactant: C[O:2][C:3]([C:5]1([C:13]2[CH:18]=[CH:17][C:16]([C:19]#[N:20])=[CH:15][C:14]=2[Cl:21])[N:9]2[CH:10]=[N:11][CH:12]=[C:8]2[CH2:7][CH2:6]1)=[O:4].[Li+].[OH-].Cl. (6) Reactant: [Cl:1][C:2]1[CH:18]=[CH:17][C:5]([CH2:6][CH:7]2[C:12](=[O:13])[O:11][C:10]([CH3:15])([CH3:14])O[C:8]2=O)=[CH:4][C:3]=1[N+:19]([O-:21])=[O:20].O.[CH2:23]1COCC1. Product: [Cl:1][C:2]1[CH:18]=[CH:17][C:5]([CH2:6][C:7](=[CH2:8])[C:12]([O:11][C:10]([CH3:23])([CH3:15])[CH3:14])=[O:13])=[CH:4][C:3]=1[N+:19]([O-:21])=[O:20]. The catalyst class is: 107. (7) Reactant: [O:1]1[CH2:6][CH2:5][N:4]([C:7]2[CH:12]=[CH:11][C:10]([C:13]3[N:22]=[C:21]([NH:23][CH2:24][CH:25]4[CH2:30][CH2:29][CH2:28][NH:27][CH2:26]4)[C:20]4[C:15](=[N:16][CH:17]=[CH:18][N:19]=4)[CH:14]=3)=[CH:9][CH:8]=2)[CH2:3][CH2:2]1.C=O.[BH-](OC(C)=O)(OC(C)=O)O[C:35](C)=O.[Na+]. Product: [CH3:35][N:27]1[CH2:28][CH2:29][CH2:30][CH:25]([CH2:24][NH:23][C:21]2[C:20]3[C:15](=[N:16][CH:17]=[CH:18][N:19]=3)[CH:14]=[C:13]([C:10]3[CH:11]=[CH:12][C:7]([N:4]4[CH2:5][CH2:6][O:1][CH2:2][CH2:3]4)=[CH:8][CH:9]=3)[N:22]=2)[CH2:26]1. The catalyst class is: 1. (8) Reactant: [C:1]([C:5]1[NH:6][C:7]2[C:12]([CH:13]=1)=[CH:11][C:10]([NH2:14])=[CH:9][CH:8]=2)([CH3:4])([CH3:3])[CH3:2].[CH3:15][O:16][C:17]1[CH:22]=[CH:21][C:20]([C:23]2([C:26](O)=[O:27])[CH2:25][CH2:24]2)=[CH:19][CH:18]=1.C(N(CC)CC)C.F[P-](F)(F)(F)(F)F.N1(OC(N(C)C)=[N+](C)C)C2N=CC=CC=2N=N1. Product: [C:1]([C:5]1[NH:6][C:7]2[C:12]([CH:13]=1)=[CH:11][C:10]([NH:14][C:26]([C:23]1([C:20]3[CH:19]=[CH:18][C:17]([O:16][CH3:15])=[CH:22][CH:21]=3)[CH2:25][CH2:24]1)=[O:27])=[CH:9][CH:8]=2)([CH3:4])([CH3:2])[CH3:3]. The catalyst class is: 9. (9) Reactant: [F:1][C:2]([F:13])([F:12])[CH:3]1[CH2:8][CH2:7][CH:6]([C:9](O)=[O:10])[CH2:5][CH2:4]1.[H-].[Al+3].[Li+].[H-].[H-].[H-]. Product: [F:1][C:2]([F:12])([F:13])[CH:3]1[CH2:4][CH2:5][CH:6]([CH2:9][OH:10])[CH2:7][CH2:8]1. The catalyst class is: 27.